The task is: Regression. Given a peptide amino acid sequence and an MHC pseudo amino acid sequence, predict their binding affinity value. This is MHC class I binding data.. This data is from Peptide-MHC class I binding affinity with 185,985 pairs from IEDB/IMGT. The peptide sequence is APGSPTNLEF. The MHC is HLA-B35:01 with pseudo-sequence HLA-B35:01. The binding affinity (normalized) is 0.377.